This data is from Full USPTO retrosynthesis dataset with 1.9M reactions from patents (1976-2016). The task is: Predict the reactants needed to synthesize the given product. (1) Given the product [F:1][C:2]1[CH:3]=[CH:4][C:5]([CH2:6][NH:7][C:8]([C:9]2[N:10]=[C:11]([C:15]([OH:23])=[O:27])[CH:12]=[CH:13][CH:14]=2)=[O:24])=[CH:25][CH:26]=1, predict the reactants needed to synthesize it. The reactants are: [F:1][C:2]1[CH:26]=[CH:25][C:5]([CH2:6][NH:7][C:8](=[O:24])[C:9]2[CH:14]=[CH:13][CH:12]=[C:11]([C:15](=[O:23])CC3C=CC=CC=3)[N:10]=2)=[CH:4][CH:3]=1.[OH-:27].[K+].Cl. (2) The reactants are: C[O:2][C:3]1[CH:4]=[C:5]([C:11]2[N:15]3[N:16]=[C:17]([NH:20][C@H:21]4[CH2:26][CH2:25][C@H:24]([OH:27])[CH2:23][CH2:22]4)[CH:18]=[CH:19][C:14]3=[N:13][CH:12]=2)[CH:6]=[CH:7][C:8]=1[O:9]C.B(Br)(Br)Br.[OH-].[Na+]. Given the product [OH:27][C@H:24]1[CH2:25][CH2:26][C@H:21]([NH:20][C:17]2[CH:18]=[CH:19][C:14]3[N:15]([C:11]([C:5]4[CH:4]=[C:3]([OH:2])[C:8]([OH:9])=[CH:7][CH:6]=4)=[CH:12][N:13]=3)[N:16]=2)[CH2:22][CH2:23]1, predict the reactants needed to synthesize it. (3) Given the product [CH:16]1([N:11]2[CH2:10][C:9]([CH3:19])([CH3:20])[C:8]3[C:13](=[CH:14][CH:15]=[C:6]([CH2:4][OH:3])[CH:7]=3)[CH2:12]2)[CH2:18][CH2:17]1, predict the reactants needed to synthesize it. The reactants are: C([O:3][C:4]([C:6]1[CH:7]=[C:8]2[C:13](=[CH:14][CH:15]=1)[CH2:12][N:11]([CH:16]1[CH2:18][CH2:17]1)[CH2:10][C:9]2([CH3:20])[CH3:19])=O)C.[H-].C([Al+]CC(C)C)C(C)C. (4) Given the product [F:1][C:2]1[CH:3]=[CH:4][C:5]([C:8]2[C:12](/[CH:13]=[CH:14]/[C:15]3[S:16][C:17]([C:21]([NH2:27])=[O:22])=[C:18]([CH3:20])[N:19]=3)=[C:11]([CH3:24])[O:10][N:9]=2)=[N:6][CH:7]=1, predict the reactants needed to synthesize it. The reactants are: [F:1][C:2]1[CH:3]=[CH:4][C:5]([C:8]2[C:12](/[CH:13]=[CH:14]/[C:15]3[S:16][C:17]([C:21](O)=[O:22])=[C:18]([CH3:20])[N:19]=3)=[C:11]([CH3:24])[O:10][N:9]=2)=[N:6][CH:7]=1.C(N1C=CN=C1)([N:27]1C=CN=C1)=O.[OH-].[NH4+]. (5) The reactants are: [N:1]1([C:6]2[CH:11]=[CH:10][C:9]([C:12](O)([CH2:14][CH:15]([C:20]3[CH:25]=[C:24]([Cl:26])[CH:23]=[C:22]([Cl:27])[CH:21]=3)[C:16]([F:19])([F:18])[F:17])[CH3:13])=[CH:8][CH:7]=2)[CH:5]=[N:4][CH:3]=[N:2]1.C1(C)C=CC(S(O)(=O)=O)=CC=1. Given the product [Cl:26][C:24]1[CH:25]=[C:20]([CH:15]([C:16]([F:17])([F:19])[F:18])/[CH:14]=[C:12](/[C:9]2[CH:10]=[CH:11][C:6]([N:1]3[CH:5]=[N:4][CH:3]=[N:2]3)=[CH:7][CH:8]=2)\[CH3:13])[CH:21]=[C:22]([Cl:27])[CH:23]=1, predict the reactants needed to synthesize it. (6) Given the product [CH:1]1[C:10]2[C:5](=[CH:6][CH:7]=[CH:8][CH:9]=2)[CH:4]=[C:3]([C:11]([N:13]=[N+:14]=[N-:15])=[O:12])[N:2]=1, predict the reactants needed to synthesize it. The reactants are: [CH:1]1[C:10]2[C:5](=[CH:6][CH:7]=[CH:8][CH:9]=2)[CH:4]=[C:3]([C:11]([NH:13][NH2:14])=[O:12])[N:2]=1.[N:15]([O-])=O.[Na+].